From a dataset of Full USPTO retrosynthesis dataset with 1.9M reactions from patents (1976-2016). Predict the reactants needed to synthesize the given product. Given the product [CH3:19][O:20][C:21]([N:23]1[CH2:27][CH2:26][CH:25]([C:7]2[CH:16]=[CH:15][C:10]([C:11]([O:13][CH3:14])=[O:12])=[CH:9][CH:8]=2)[CH2:24]1)=[O:22], predict the reactants needed to synthesize it. The reactants are: FC(F)(F)S(O[C:7]1[CH:16]=[CH:15][C:10]([C:11]([O:13][CH3:14])=[O:12])=[CH:9][CH:8]=1)(=O)=O.[CH3:19][O:20][C:21]([N:23]1[CH2:27][CH:26]=[CH:25][CH2:24]1)=[O:22].[Cl-].[Li+].O1C=CC=C1P(C1OC=CC=1)C1OC=CC=1.C(N(C(C)C)CC)(C)C.